From a dataset of Forward reaction prediction with 1.9M reactions from USPTO patents (1976-2016). Predict the product of the given reaction. Given the reactants C1(N)C(F)=C(F)C(F)=[C:3]([NH2:10])[C:2]=1F.Cl.Cl.[NH:15]1[CH2:20][CH2:19][CH:18]([N:21]2[CH2:25][CH2:24][N:23]([CH2:26][CH2:27][CH2:28][N:29]3[CH2:34][CH2:33][CH2:32][CH2:31][CH2:30]3)[C:22]2=[C:35]([C:38]#[N:39])[C:36]#[N:37])[CH2:17][CH2:16]1.ICC#N.O, predict the reaction product. The product is: [C:3]([CH2:2][N:15]1[CH2:20][CH2:19][CH:18]([N:21]2[CH2:25][CH2:24][N:23]([CH2:26][CH2:27][CH2:28][N:29]3[CH2:34][CH2:33][CH2:32][CH2:31][CH2:30]3)[C:22]2=[C:35]([C:36]#[N:37])[C:38]#[N:39])[CH2:17][CH2:16]1)#[N:10].